Predict the reactants needed to synthesize the given product. From a dataset of Full USPTO retrosynthesis dataset with 1.9M reactions from patents (1976-2016). (1) Given the product [CH2:15]([O:19][C:2]1[CH:7]=[C:6]([N:24]2[CH2:25][CH2:9][CH2:26][CH:22]([C:21]([F:20])([F:27])[F:28])[CH2:23]2)[N:5]=[CH:4][N:3]=1)[C:16]#[C:17][CH3:18], predict the reactants needed to synthesize it. The reactants are: F[C:2]1[CH:7]=[C:6](F)[N:5]=[CH:4][N:3]=1.[C:9](=O)([O-])[O-].[K+].[K+].[CH2:15]([OH:19])[C:16]#[C:17][CH3:18].[F:20][C:21]([F:28])([F:27])[CH:22]1[CH2:26][CH2:25][NH:24][CH2:23]1. (2) Given the product [CH2:1]([O:3][C:4]([C:6]1[NH:7][C:8]2[C:13]([CH:14]=1)=[C:12]([O:15][C:19]1[CH:20]=[C:21]([F:23])[CH:22]=[C:17]([F:16])[C:18]=1[N+:24]([O-:26])=[O:25])[CH:11]=[CH:10][CH:9]=2)=[O:5])[CH3:2], predict the reactants needed to synthesize it. The reactants are: [CH2:1]([O:3][C:4]([C:6]1[NH:7][C:8]2[C:13]([CH:14]=1)=[C:12]([OH:15])[CH:11]=[CH:10][CH:9]=2)=[O:5])[CH3:2].[F:16][C:17]1[CH:22]=[C:21]([F:23])[CH:20]=[CH:19][C:18]=1[N+:24]([O-:26])=[O:25].C(=O)([O-])[O-].[K+].[K+]. (3) Given the product [CH3:15][O:14][C:11]1[CH:10]=[CH:9][C:8]([C:7]2[N:17]([C:19]3[N:24]=[CH:23][C:22]([S:25]([NH2:28])(=[O:27])=[O:26])=[CH:21][CH:20]=3)[N:18]=[C:4]([CH3:5])[N:6]=2)=[CH:13][CH:12]=1, predict the reactants needed to synthesize it. The reactants are: C(O[C:4](=[N:6][C:7](=O)[C:8]1[CH:13]=[CH:12][C:11]([O:14][CH3:15])=[CH:10][CH:9]=1)[CH3:5])C.[NH:17]([C:19]1[N:24]=[CH:23][C:22]([S:25]([NH2:28])(=[O:27])=[O:26])=[CH:21][CH:20]=1)[NH2:18].O.